Dataset: CYP2D6 inhibition data for predicting drug metabolism from PubChem BioAssay. Task: Regression/Classification. Given a drug SMILES string, predict its absorption, distribution, metabolism, or excretion properties. Task type varies by dataset: regression for continuous measurements (e.g., permeability, clearance, half-life) or binary classification for categorical outcomes (e.g., BBB penetration, CYP inhibition). Dataset: cyp2d6_veith. (1) The drug is COC(=O)c1[nH]c2ccc(Br)cc2c1NC(=O)CN1CCN(C2CCCCC2)CC1. The result is 1 (inhibitor). (2) The molecule is Clc1ccc(CS[C@@H](Cn2ccnc2)c2ccc(Cl)cc2Cl)cc1. The result is 1 (inhibitor). (3) The compound is CC(C)CN1CCCC2(CCN(C(=O)c3csnn3)CC2)C1. The result is 1 (inhibitor). (4) The molecule is COc1ccc(OC)c(N(CC(=O)N2CCc3ccccc3C2)S(C)(=O)=O)c1. The result is 0 (non-inhibitor).